From a dataset of Full USPTO retrosynthesis dataset with 1.9M reactions from patents (1976-2016). Predict the reactants needed to synthesize the given product. (1) Given the product [C:1]([NH:24][CH2:25][CH2:26][NH:27][C:28](=[O:35])/[CH:29]=[CH:30]/[C:31]([OH:33])=[O:32])(=[O:23])[CH2:2][CH2:3]/[CH:4]=[CH:5]\[CH2:6]/[CH:7]=[CH:8]\[CH2:9]/[CH:10]=[CH:11]\[CH2:12]/[CH:13]=[CH:14]\[CH2:15]/[CH:16]=[CH:17]\[CH2:18]/[CH:19]=[CH:20]\[CH2:21][CH3:22], predict the reactants needed to synthesize it. The reactants are: [C:1]([NH:24][CH2:25][CH2:26][NH:27][C:28](=[O:35])/[CH:29]=[CH:30]/[C:31]([O:33]C)=[O:32])(=[O:23])[CH2:2][CH2:3]/[CH:4]=[CH:5]\[CH2:6]/[CH:7]=[CH:8]\[CH2:9]/[CH:10]=[CH:11]\[CH2:12]/[CH:13]=[CH:14]\[CH2:15]/[CH:16]=[CH:17]\[CH2:18]/[CH:19]=[CH:20]\[CH2:21][CH3:22].[OH-].[Na+]. (2) Given the product [CH3:1][O:2][C:3]1[CH:8]=[CH:7][C:6]([O:9][C:11]2[N:12]=[C:13]([OH:21])[C:14]3[CH:20]=[CH:19][N:18]=[CH:17][C:15]=3[N:16]=2)=[CH:5][CH:4]=1, predict the reactants needed to synthesize it. The reactants are: [CH3:1][O:2][C:3]1[CH:8]=[CH:7][C:6]([OH:9])=[CH:5][CH:4]=1.Cl[C:11]1[N:12]=[C:13]([OH:21])[C:14]2[CH:20]=[CH:19][N:18]=[CH:17][C:15]=2[N:16]=1. (3) Given the product [F:20][C:17]1([F:19])[CH2:18][N:13]([C@H:11]2[CH2:12][NH:8][CH2:9][C@@H:10]2[NH:22][C:23](=[O:29])[O:24][C:25]([CH3:28])([CH3:26])[CH3:27])[C:14](=[O:21])[CH2:15][CH2:16]1, predict the reactants needed to synthesize it. The reactants are: C([N:8]1[CH2:12][C@H:11]([N:13]2[CH2:18][C:17]([F:20])([F:19])[CH2:16][CH2:15][C:14]2=[O:21])[C@@H:10]([NH:22][C:23](=[O:29])[O:24][C:25]([CH3:28])([CH3:27])[CH3:26])[CH2:9]1)C1C=CC=CC=1.C([O-])=O.[NH4+]. (4) Given the product [Cl:1][C:2]1[CH:7]=[CH:6][C:5]([C:8]2[N:12]([CH:13]([CH:18]3[CH2:23][CH2:22][CH2:21][CH2:20][CH2:19]3)[C:14]([CH3:15])([CH3:17])[O:16][C:31]3[CH:38]=[CH:37][C:34]([C:35]#[N:36])=[CH:33][CH:32]=3)[C:11]3[CH:24]=[C:25]([F:29])[C:26]([F:28])=[CH:27][C:10]=3[N:9]=2)=[CH:4][CH:3]=1, predict the reactants needed to synthesize it. The reactants are: [Cl:1][C:2]1[CH:7]=[CH:6][C:5]([C:8]2[N:12]([CH:13]([CH:18]3[CH2:23][CH2:22][CH2:21][CH2:20][CH2:19]3)[C:14]([CH3:17])([OH:16])[CH3:15])[C:11]3[CH:24]=[C:25]([F:29])[C:26]([F:28])=[CH:27][C:10]=3[N:9]=2)=[CH:4][CH:3]=1.F[C:31]1[CH:38]=[CH:37][C:34]([C:35]#[N:36])=[CH:33][CH:32]=1.C[Si]([N-][Si](C)(C)C)(C)C.[K+].